The task is: Predict the reactants needed to synthesize the given product.. This data is from Full USPTO retrosynthesis dataset with 1.9M reactions from patents (1976-2016). Given the product [C:1]([C:5]1[O:9][C:8]([NH2:10])=[N:7][CH:6]=1)([CH3:4])([CH3:3])[CH3:2], predict the reactants needed to synthesize it. The reactants are: [C:1]([C:5]1[O:9][C:8]([NH:10]C(=O)OCC2C=CC=CC=2)=[N:7][CH:6]=1)([CH3:4])([CH3:3])[CH3:2].